Dataset: Catalyst prediction with 721,799 reactions and 888 catalyst types from USPTO. Task: Predict which catalyst facilitates the given reaction. (1) Reactant: [Si:1]([O:8][C:9]1[CH:10]=[C:11]2[C:15](=[CH:16][CH:17]=1)[N:14]([CH:18]1[CH2:23][CH2:22][CH2:21][CH2:20][O:19]1)[N:13]=[C:12]2[C:24](OC)=[O:25])([C:4]([CH3:7])([CH3:6])[CH3:5])([CH3:3])[CH3:2]. Product: [Si:1]([O:8][C:9]1[CH:10]=[C:11]2[C:15](=[CH:16][CH:17]=1)[N:14]([CH:18]1[CH2:23][CH2:22][CH2:21][CH2:20][O:19]1)[N:13]=[C:12]2[CH2:24][OH:25])([C:4]([CH3:7])([CH3:6])[CH3:5])([CH3:3])[CH3:2]. The catalyst class is: 1. (2) Reactant: Br[C:2]1[CH:7]=[CH:6][C:5]([F:8])=[CH:4][C:3]=1[CH3:9].[NH2:10][C:11]1[CH:16]=[CH:15][C:14]([C:17]([C:19]2[CH:24]=[CH:23][C:22]([C:25]([N:27]3[CH2:32][CH2:31][O:30][CH2:29][CH2:28]3)=[O:26])=[CH:21][C:20]=2[CH3:33])=[O:18])=[C:13]([Cl:34])[CH:12]=1.C1C=CC(P(C2C=CC3C(=CC=CC=3)C=2C2C3C(=CC=CC=3)C=CC=2P(C2C=CC=CC=2)C2C=CC=CC=2)C2C=CC=CC=2)=CC=1.C([O-])([O-])=O.[Cs+].[Cs+]. Product: [Cl:34][C:13]1[CH:12]=[C:11]([NH:10][C:2]2[CH:7]=[CH:6][C:5]([F:8])=[CH:4][C:3]=2[CH3:9])[CH:16]=[CH:15][C:14]=1[C:17]([C:19]1[CH:24]=[CH:23][C:22]([C:25]([N:27]2[CH2:32][CH2:31][O:30][CH2:29][CH2:28]2)=[O:26])=[CH:21][C:20]=1[CH3:33])=[O:18]. The catalyst class is: 62. (3) Reactant: [Br:1][C:2]1[CH:11]=[CH:10][CH:9]=[C:8]2[C:3]=1[CH:4]=[CH:5][N:6]=[CH:7]2.C1C=C(Cl)C=C(C(OO)=[O:20])C=1.C(Cl)(Cl)Cl. Product: [Br:1][C:2]1[CH:11]=[CH:10][CH:9]=[C:8]2[C:3]=1[CH:4]=[CH:5][NH:6][C:7]2=[O:20]. The catalyst class is: 4. (4) Reactant: [Cl:1][C:2]1[CH:10]=[CH:9][C:8]([N+:11]([O-:13])=[O:12])=[CH:7][C:3]=1[C:4](O)=[O:5].Cl.[CH3:15][NH:16][CH3:17].C(N(CC)C(C)C)(C)C.CCN=C=NCCCN(C)C.C1C=CC2N(O)N=NC=2C=1. Product: [Cl:1][C:2]1[CH:10]=[CH:9][C:8]([N+:11]([O-:13])=[O:12])=[CH:7][C:3]=1[C:4]([N:16]([CH3:17])[CH3:15])=[O:5]. The catalyst class is: 47. (5) Reactant: [O:1]1[C:3]2([CH2:8][CH2:7][N:6]([C:9]3[CH:14]=[CH:13][C:12]([N:15]4[CH2:19][C@H:18]([CH2:20][NH:21][C:22](=[O:24])[CH3:23])[O:17][C:16]4=[O:25])=[CH:11][C:10]=3[F:26])[CH2:5][CH2:4]2)[CH2:2]1.[I-:27].[Na+].C1(C)C=CC(S(O)(=O)=O)=CC=1. Product: [OH:1][C:3]1([CH2:2][I:27])[CH2:4][CH2:5][N:6]([C:9]2[CH:14]=[CH:13][C:12]([N:15]3[CH2:19][C@H:18]([CH2:20][NH:21][C:22](=[O:24])[CH3:23])[O:17][C:16]3=[O:25])=[CH:11][C:10]=2[F:26])[CH2:7][CH2:8]1. The catalyst class is: 9.